This data is from Full USPTO retrosynthesis dataset with 1.9M reactions from patents (1976-2016). The task is: Predict the reactants needed to synthesize the given product. (1) Given the product [CH3:1][O:2][C:3]([C:5]1[CH:10]=[CH:9][CH:8]=[C:7]([C:11]2[O:15][C:14]([C:16](=[O:33])[CH2:17][CH2:18][CH2:19][CH:20]3[CH2:21][CH2:22][N:23]([CH2:26][C:56]4[CH:55]=[CH:54][C:51]([CH:52]([CH3:53])[CH3:84])=[CH:58][CH:57]=4)[CH2:24][CH2:25]3)=[N:13][CH:12]=2)[N:6]=1)=[O:4], predict the reactants needed to synthesize it. The reactants are: [CH3:1][O:2][C:3]([C:5]1[CH:10]=[CH:9][CH:8]=[C:7]([C:11]2[O:15][C:14]([CH:16]([O:33][Si](C(C)(C)C)(C)C)[CH2:17][CH2:18][CH2:19][CH:20]3[CH2:25][CH2:24][N:23]([C:26](OC(C)(C)C)=O)[CH2:22][CH2:21]3)=[N:13][CH:12]=2)[N:6]=1)=[O:4].C(OC(N1[CH2:53][CH2:52][CH:51]([CH2:54][CH2:55][CH2:56][CH:57](O[Si](C(C)(C)C)(C)C)[C:58]2OC([Sn](CCCC)(CCCC)CCCC)=CN=2)CC1)=O)(C)(C)C.[CH3:84]OC(C1C=CC=C(Br)N=1)=O. (2) Given the product [CH2:27]([C:3]1[N:4]=[C:5]([CH2:24][CH2:25][CH3:26])[N:6]([CH2:9][C:10]2[CH:11]=[CH:12][C:13]([C:16]3[C:17]([C:22]#[N:23])=[CH:18][CH:19]=[CH:20][CH:21]=3)=[CH:14][CH:15]=2)[C:7](=[O:8])[C:2]=1[C:36]1[CH:37]=[CH:38][C:33]([O:32][CH:29]([CH3:31])[CH3:30])=[CH:34][CH:35]=1)[CH3:28], predict the reactants needed to synthesize it. The reactants are: Br[C:2]1[C:7](=[O:8])[N:6]([CH2:9][C:10]2[CH:15]=[CH:14][C:13]([C:16]3[C:17]([C:22]#[N:23])=[CH:18][CH:19]=[CH:20][CH:21]=3)=[CH:12][CH:11]=2)[C:5]([CH2:24][CH2:25][CH3:26])=[N:4][C:3]=1[CH2:27][CH3:28].[CH:29]([O:32][C:33]1[CH:38]=[CH:37][C:36](B(O)O)=[CH:35][CH:34]=1)([CH3:31])[CH3:30]. (3) Given the product [CH:1]1([C:4]2[N:5]=[C:6]([NH:9][C:10]([C:12]3[C:17]([NH:18][C:21]4[CH:22]=[N:23][CH:24]=[N:25][CH:26]=4)=[CH:16][CH:15]=[C:14]([CH3:19])[N:13]=3)=[O:11])[S:7][CH:8]=2)[CH2:2][CH2:3]1, predict the reactants needed to synthesize it. The reactants are: [CH:1]1([C:4]2[N:5]=[C:6]([NH:9][C:10]([C:12]3[C:17]([NH2:18])=[CH:16][CH:15]=[C:14]([CH3:19])[N:13]=3)=[O:11])[S:7][CH:8]=2)[CH2:3][CH2:2]1.Br[C:21]1[CH:22]=[N:23][CH:24]=[N:25][CH:26]=1. (4) The reactants are: [OH-].[Na+].C[O:4][C:5]([C:7]1[CH:12]=[CH:11][C:10]([C:13]2[CH:18]=[CH:17][C:16]([C:19]([F:22])([F:21])[F:20])=[CH:15][CH:14]=2)=[C:9]([CH3:23])[CH:8]=1)=[O:6]. Given the product [CH3:23][C:9]1[CH:8]=[C:7]([C:5]([OH:6])=[O:4])[CH:12]=[CH:11][C:10]=1[C:13]1[CH:18]=[CH:17][C:16]([C:19]([F:20])([F:21])[F:22])=[CH:15][CH:14]=1, predict the reactants needed to synthesize it. (5) The reactants are: [CH3:1][N:2]1[CH2:7][CH2:6][N:5]([CH:8]2[CH2:13][CH2:12][NH:11][CH2:10][CH2:9]2)[CH2:4][CH2:3]1.[Br:14][C:15]1[CH:20]=[CH:19][C:18](B(O)O)=[CH:17][CH:16]=1. Given the product [Br:14][C:15]1[CH:20]=[CH:19][C:18]([N:11]2[CH2:12][CH2:13][CH:8]([N:5]3[CH2:6][CH2:7][N:2]([CH3:1])[CH2:3][CH2:4]3)[CH2:9][CH2:10]2)=[CH:17][CH:16]=1, predict the reactants needed to synthesize it. (6) The reactants are: [Cl:1][C:2]1[C:10]([N+:11]([O-:13])=[O:12])=[CH:9][CH:8]=[CH:7][C:3]=1[C:4](O)=[O:5]. Given the product [Cl:1][C:2]1[C:10]([N+:11]([O-:13])=[O:12])=[CH:9][CH:8]=[CH:7][C:3]=1[CH2:4][OH:5], predict the reactants needed to synthesize it. (7) Given the product [CH2:26]([N:11]1[CH2:12][CH2:13][N:8]([C:14]2[CH:23]=[CH:22][CH:21]=[C:20]3[C:15]=2[C:16]([NH2:25])=[N:17][C:18]([NH2:24])=[N:19]3)[CH2:9][CH2:10]1)[C:27]1[CH:32]=[CH:31][CH:30]=[CH:29][CH:28]=1, predict the reactants needed to synthesize it. The reactants are: C(N(CC)CC)C.[N:8]1([C:14]2[CH:23]=[CH:22][CH:21]=[C:20]3[C:15]=2[C:16]([NH2:25])=[N:17][C:18]([NH2:24])=[N:19]3)[CH2:13][CH2:12][NH:11][CH2:10][CH2:9]1.[CH2:26](Br)[C:27]1[CH:32]=[CH:31][CH:30]=[CH:29][CH:28]=1. (8) Given the product [CH2:1]([C:5]1[N:14]=[C:13]([Cl:22])[C:12]2[C:7](=[CH:8][CH:9]=[C:10]([C:16]([F:19])([F:18])[F:17])[CH:11]=2)[N:6]=1)[CH2:2][CH2:3][CH3:4], predict the reactants needed to synthesize it. The reactants are: [CH2:1]([C:5]1[N:14]=[C:13](O)[C:12]2[C:7](=[CH:8][CH:9]=[C:10]([C:16]([F:19])([F:18])[F:17])[CH:11]=2)[N:6]=1)[CH2:2][CH2:3][CH3:4].P(Cl)(Cl)([Cl:22])=O. (9) Given the product [F:1][CH2:2][CH2:3][N:4]1[CH2:8][CH2:7][C@@H:6]([O:9][C:10]2[N:11]=[CH:12][C:13]([NH2:16])=[CH:14][CH:15]=2)[CH2:5]1, predict the reactants needed to synthesize it. The reactants are: [F:1][CH2:2][CH2:3][N:4]1[CH2:8][CH2:7][C@@H:6]([O:9][C:10]2[CH:15]=[CH:14][C:13]([N+:16]([O-])=O)=[CH:12][N:11]=2)[CH2:5]1. (10) Given the product [CH3:1][C:2]1([CH3:20])[CH:11]=[C:10]([C:12]2[CH:17]=[CH:16][C:15]([CH3:18])=[CH:14][CH:13]=2)[C:9]2[C:4](=[CH:5][CH:6]=[C:7]([CH:29]=[O:30])[CH:8]=2)[O:3]1, predict the reactants needed to synthesize it. The reactants are: [CH3:1][C:2]1([CH3:20])[CH:11]=[C:10]([C:12]2[CH:17]=[CH:16][C:15]([CH3:18])=[CH:14][CH:13]=2)[C:9]2[C:4](=[CH:5][CH:6]=[C:7](Br)[CH:8]=2)[O:3]1.[Li]C(C)(C)C.CN([CH:29]=[O:30])C.